From a dataset of Forward reaction prediction with 1.9M reactions from USPTO patents (1976-2016). Predict the product of the given reaction. (1) Given the reactants [CH3:1][Si:2]([CH3:39])([CH3:38])[CH2:3][CH2:4][O:5][CH2:6][N:7]([CH2:30][O:31][CH2:32][CH2:33][Si:34]([CH3:37])([CH3:36])[CH3:35])[C:8]1[N:13]2[N:14]=[CH:15][C:16]([I:17])=[C:12]2[N:11]=[C:10](C2CCC(CC(OCC)=O)CC2)[CH:9]=1.C[Si](C)(C)CCOCN(COCC[Si](C)(C)C)C1N2N=CC=C2N=C(C2CCC(CC#N)C2)C=1.C[Si](C)(C)CCOCN(COCC[Si](C)(C)C)C1N2N=CC=C2N=C([CH:90]2[CH2:95][CH2:94][CH:93]([CH2:96][C:97]([O:99][CH2:100][CH3:101])=[O:98])[CH2:92][CH2:91]2)C=1, predict the reaction product. The product is: [CH3:1][Si:2]([CH3:38])([CH3:39])[CH2:3][CH2:4][O:5][CH2:6][N:7]([CH2:30][O:31][CH2:32][CH2:33][Si:34]([CH3:36])([CH3:35])[CH3:37])[C:8]1[N:13]2[N:14]=[CH:15][C:16]([I:17])=[C:12]2[N:11]=[C:10]([CH:95]2[CH2:90][CH2:91][CH2:92][CH:93]([CH2:96][C:97]([O:99][CH2:100][CH3:101])=[O:98])[CH2:94]2)[CH:9]=1. (2) Given the reactants [Cl:1][C:2]1[CH:7]=[CH:6][C:5]([O:8][CH3:9])=[CH:4][C:3]=1[NH:10][CH:11]([C:13]1[C:14](Cl)=[N:15][C:16]([Cl:19])=[N:17][CH:18]=1)[CH3:12].[C:21]1([N:27]=[C:28]=[O:29])[CH:26]=[CH:25][CH:24]=[CH:23][CH:22]=1.[N-]=C=O, predict the reaction product. The product is: [Cl:1][C:2]1[CH:7]=[CH:6][C:5]([O:8][CH3:9])=[CH:4][C:3]=1[N:10]([CH:11]([C:13]1[CH:14]=[N:15][C:16]([Cl:19])=[N:17][CH:18]=1)[CH3:12])[C:28]([NH:27][C:21]1[CH:26]=[CH:25][CH:24]=[CH:23][CH:22]=1)=[O:29]. (3) Given the reactants [CH3:1][N:2]([CH3:4])[CH3:3].CO.[I:7][CH2:8][CH2:9][CH2:10][CH2:11][CH3:12], predict the reaction product. The product is: [I-:7].[CH3:1][N+:2]([CH3:4])([CH3:3])[CH2:8][CH2:9][CH2:10][CH2:11][CH3:12]. (4) Given the reactants Br[C:2]1[C:3]([NH2:9])=[N:4][CH:5]=[C:6]([F:8])[CH:7]=1.[CH:10]1([O:16][C:17]2[CH:22]=[CH:21][C:20](B(O)O)=[CH:19][CH:18]=2)[CH2:15][CH2:14][CH2:13][CH2:12][CH2:11]1.C(=O)([O-])[O-].[Na+].[Na+].CCOC(C)=O, predict the reaction product. The product is: [CH:17]1([O:16][C:10]2[CH:15]=[CH:14][C:13]([C:2]3[C:3]([NH2:9])=[N:4][CH:5]=[C:6]([F:8])[CH:7]=3)=[CH:12][CH:11]=2)[CH2:22][CH2:21][CH2:20][CH2:19][CH2:18]1. (5) Given the reactants C([O:8][C:9]1[CH:14]=[C:13]([O:15]CC2C=CC=CC=2)[C:12]([CH:23]([CH3:25])[CH3:24])=[CH:11][C:10]=1[C:26]1[N:27]([C:32]2[CH:33]=[C:34]3[C:38](=[CH:39][CH:40]=2)[N:37]([CH3:41])[CH:36]=[CH:35]3)[C:28]([OH:31])=[N:29][N:30]=1)C1C=CC=CC=1.[H][H].CO, predict the reaction product. The product is: [OH:31][C:28]1[N:27]([C:32]2[CH:33]=[C:34]3[C:38](=[CH:39][CH:40]=2)[N:37]([CH3:41])[CH:36]=[CH:35]3)[C:26]([C:10]2[CH:11]=[C:12]([CH:23]([CH3:24])[CH3:25])[C:13]([OH:15])=[CH:14][C:9]=2[OH:8])=[N:30][N:29]=1.